From a dataset of Peptide-MHC class I binding affinity with 185,985 pairs from IEDB/IMGT. Regression. Given a peptide amino acid sequence and an MHC pseudo amino acid sequence, predict their binding affinity value. This is MHC class I binding data. (1) The peptide sequence is ASMAICSAV. The MHC is HLA-A68:02 with pseudo-sequence HLA-A68:02. The binding affinity (normalized) is 0.616. (2) The peptide sequence is AIFQRSMTR. The MHC is HLA-A31:01 with pseudo-sequence HLA-A31:01. The binding affinity (normalized) is 0.778. (3) The peptide sequence is QLSLRMLSL. The MHC is HLA-B15:01 with pseudo-sequence HLA-B15:01. The binding affinity (normalized) is 0.0847. (4) The peptide sequence is QTSTLYDFY. The MHC is HLA-B35:01 with pseudo-sequence HLA-B35:01. The binding affinity (normalized) is 0.689. (5) The peptide sequence is NLFDIPLLTV. The MHC is HLA-A33:01 with pseudo-sequence HLA-A33:01. The binding affinity (normalized) is 0.133.